Dataset: Full USPTO retrosynthesis dataset with 1.9M reactions from patents (1976-2016). Task: Predict the reactants needed to synthesize the given product. (1) Given the product [C:35]([O:34][C:32]([N:29]1[CH2:30][CH2:31][N:26]([C:23]2[CH:24]=[CH:25][C:20]([CH:18]3[C:3]([C:4]([O:6][CH2:7][CH3:8])=[O:5])=[C:2]([C:9]4[C:14]([F:15])=[CH:13][CH:12]=[C:11]([F:16])[C:10]=4[F:17])[NH:49][C:47]4[NH:46][N:45]=[C:44]([C:40]5[S:39][CH:43]=[CH:42][CH:41]=5)[C:48]3=4)=[CH:21][CH:22]=2)[CH2:27][CH2:28]1)=[O:33])([CH3:38])([CH3:37])[CH3:36], predict the reactants needed to synthesize it. The reactants are: O=[C:2]([C:9]1[C:14]([F:15])=[CH:13][CH:12]=[C:11]([F:16])[C:10]=1[F:17])[CH2:3][C:4]([O:6][CH2:7][CH3:8])=[O:5].[CH:18]([C:20]1[CH:25]=[CH:24][C:23]([N:26]2[CH2:31][CH2:30][N:29]([C:32]([O:34][C:35]([CH3:38])([CH3:37])[CH3:36])=[O:33])[CH2:28][CH2:27]2)=[CH:22][CH:21]=1)=O.[S:39]1[CH:43]=[CH:42][CH:41]=[C:40]1[C:44]1[CH:48]=[C:47]([NH2:49])[NH:46][N:45]=1.C([O-])(=O)C.[NH4+]. (2) Given the product [O:22]=[C:11]1[N:10]([CH2:9][CH2:8][N:5]2[CH2:6][CH:7]3[CH:3]([CH:2]3[NH:1][CH2:34][C:32]3[CH:31]=[CH:30][C:27]4[O:28][CH2:29][C:24](=[O:23])[NH:25][C:26]=4[N:33]=3)[CH2:4]2)[C:15]2[CH:16]=[C:17]([C:20]#[N:21])[CH:18]=[CH:19][C:14]=2[O:13][CH2:12]1, predict the reactants needed to synthesize it. The reactants are: [NH2:1][CH:2]1[CH:7]2[CH:3]1[CH2:4][N:5]([CH2:8][CH2:9][N:10]1[C:15]3[CH:16]=[C:17]([C:20]#[N:21])[CH:18]=[CH:19][C:14]=3[O:13][CH2:12][C:11]1=[O:22])[CH2:6]2.[O:23]=[C:24]1[CH2:29][O:28][C:27]2[CH:30]=[CH:31][C:32]([CH:34]=O)=[N:33][C:26]=2[NH:25]1.C([BH3-])#N.[Na+]. (3) Given the product [CH2:24]([O:26][C:27](=[O:31])[C:28]([NH:14][C:13]1[CH:12]=[CH:11][C:10]([C:6]([CH3:9])([CH3:7])[CH3:8])=[CH:16][CH:15]=1)=[O:29])[CH3:25], predict the reactants needed to synthesize it. The reactants are: O1CCCC1.[C:6]([C:10]1[CH:16]=[CH:15][C:13]([NH2:14])=[CH:12][CH:11]=1)([CH3:9])([CH3:8])[CH3:7].C(N(CC)CC)C.[CH2:24]([O:26][C:27](=[O:31])[C:28](Cl)=[O:29])[CH3:25]. (4) Given the product [NH:1]1[C:10]2[C:5](=[CH:6][CH:7]=[CH:8][CH:9]=2)[CH2:4][CH:3]=[N:2]1, predict the reactants needed to synthesize it. The reactants are: [N:1]1[C:10]2[C:5](=[CH:6][CH:7]=[CH:8][CH:9]=2)[C:4](C(OC)=O)=[CH:3][N:2]=1.[H-].[Al+3].[Li+].[H-].[H-].[H-].O.C(Cl)Cl. (5) Given the product [NH2:1][C:2]1[C:3]2[C:10]([C:11]3[CH:16]=[CH:15][CH:14]=[C:13]([O:17][CH2:18][C:19]45[O:25][CH:22]([CH2:21][CH2:20]4)[CH2:23][CH2:24]5)[CH:12]=3)=[CH:9][N:8]([C@@H:26]3[CH2:29][C@H:28]([CH2:30][N:32]4[CH2:39][CH2:38][CH2:37][C@H:33]4[C:34]([NH2:36])=[O:35])[CH2:27]3)[C:4]=2[N:5]=[CH:6][N:7]=1, predict the reactants needed to synthesize it. The reactants are: [NH2:1][C:2]1[C:3]2[C:10]([C:11]3[CH:16]=[CH:15][CH:14]=[C:13]([O:17][CH2:18][C:19]45[O:25][CH:22]([CH2:23][CH2:24]4)[CH2:21][CH2:20]5)[CH:12]=3)=[CH:9][N:8]([C@@H:26]3[CH2:29][C@H:28]([CH:30]=O)[CH2:27]3)[C:4]=2[N:5]=[CH:6][N:7]=1.[NH:32]1[CH2:39][CH2:38][CH2:37][C@H:33]1[C:34]([NH2:36])=[O:35].